Dataset: Cav3 T-type calcium channel HTS with 100,875 compounds. Task: Binary Classification. Given a drug SMILES string, predict its activity (active/inactive) in a high-throughput screening assay against a specified biological target. (1) The molecule is S(CC(=O)c1cc(c(cc1)C)C)c1nc([nH]n1)CC. The result is 0 (inactive). (2) The molecule is Clc1c(c2oc(/C=C(\NC(=O)c3ccc(cc3)C)C(=O)NCc3cccnc3)cc2)cc(cc1)C(F)(F)F. The result is 0 (inactive). (3) The compound is S(c1c(NC(=O)C)cc(C(=O)N2CCC3(OCCO3)CC2)cc1)c1ccc(cc1)C. The result is 0 (inactive). (4) The molecule is S1C(Cc2c(C1)c(N1CCOCC1)nc1sc3c(nnnc3NCC(C)C)c21)(C)C. The result is 0 (inactive). (5) The molecule is o1c(C2NC(=O)N(C(=C2C(OC)=O)C)Cc2ccccc2)ccc1. The result is 0 (inactive). (6) The drug is O=C1NC(=C(/C1=C\c1c(n(c(c1)C)c1cc(ccc1)C)C)C(OC)=O)C. The result is 0 (inactive).